This data is from Reaction yield outcomes from USPTO patents with 853,638 reactions. The task is: Predict the reaction yield, written as a fraction of the theoretical maximum amount of product (1.0 means a 100% yield; for example, 0.34 means a 34% yield). (1) The reactants are [F:1][CH:2]([F:27])[O:3][C:4]1[CH:23]=[C:22]([N+:24]([O-])=O)[CH:21]=[CH:20][C:5]=1[O:6][CH:7]1[CH2:12][CH2:11][N:10]([C:13]([O:15][C:16]([CH3:19])([CH3:18])[CH3:17])=[O:14])[CH2:9][CH2:8]1. The catalyst is [Pd].CO. The product is [NH2:24][C:22]1[CH:21]=[CH:20][C:5]([O:6][CH:7]2[CH2:12][CH2:11][N:10]([C:13]([O:15][C:16]([CH3:18])([CH3:19])[CH3:17])=[O:14])[CH2:9][CH2:8]2)=[C:4]([O:3][CH:2]([F:27])[F:1])[CH:23]=1. The yield is 0.630. (2) The reactants are [NH2:1][C:2]1[CH:3]=[CH:4][C:5]([O:19][C:20]2[CH:25]=[CH:24][CH:23]=[CH:22][CH:21]=2)=[C:6]([C:8]2[C:9]3[CH:18]=[CH:17][NH:16][C:10]=3[C:11](=[O:15])[N:12]([CH3:14])[CH:13]=2)[CH:7]=1.C(N(CC)CC)C.[F:33][C:34]([F:41])([F:40])[CH2:35][S:36](Cl)(=[O:38])=[O:37]. The catalyst is ClCCl. The product is [F:33][C:34]([F:41])([F:40])[CH2:35][S:36]([NH:1][C:2]1[CH:3]=[CH:4][C:5]([O:19][C:20]2[CH:21]=[CH:22][CH:23]=[CH:24][CH:25]=2)=[C:6]([C:8]2[C:9]3[CH:18]=[CH:17][NH:16][C:10]=3[C:11](=[O:15])[N:12]([CH3:14])[CH:13]=2)[CH:7]=1)(=[O:38])=[O:37]. The yield is 0.680. (3) The reactants are [CH:1]1[C:10]2[C:9]([NH2:11])=[N:8][C:7]3[CH:12]=[CH:13][CH:14]=[CH:15][C:6]=3[NH:5][C:4]=2[S:3][CH:2]=1.[CH3:16][O:17][CH2:18][CH2:19][C@H:20]1[CH2:25]N[CH2:23][CH2:22][NH:21]1.CS(C)=O.C1(C)C=CC=CC=1. The catalyst is C(OCC)(=O)C. The product is [CH3:16][O:17][CH2:18][CH2:19][C@@H:20]1[NH:21][CH2:22][CH2:23][N:11]([C:9]2[C:10]3[CH:1]=[CH:2][S:3][C:4]=3[NH:5][C:6]3[CH:15]=[CH:14][CH:13]=[CH:12][C:7]=3[N:8]=2)[CH2:25]1. The yield is 0.200.